This data is from HIV replication inhibition screening data with 41,000+ compounds from the AIDS Antiviral Screen. The task is: Binary Classification. Given a drug SMILES string, predict its activity (active/inactive) in a high-throughput screening assay against a specified biological target. (1) The molecule is CCC(C)CCOC(=O)c1ccc(N=Cc2ccc(C=Nc3ccc(C(=O)OCCC(C)CC)cc3)cc2)cc1. The result is 0 (inactive). (2) The molecule is O=C1CCCC(C(Sc2ccccc2)(Sc2ccccc2)Sc2ccccc2)C1. The result is 0 (inactive).